This data is from M1 muscarinic receptor antagonist screen with 61,756 compounds. The task is: Binary Classification. Given a drug SMILES string, predict its activity (active/inactive) in a high-throughput screening assay against a specified biological target. (1) The compound is s1c2nc(nc(N3CCN(CC3)c3ncccc3)c2c(c1C(OCC)=O)C)CC(OC)=O. The result is 0 (inactive). (2) The drug is O=c1n(c(=O)n(c2nc(n(c12)Cc1ccc(cc1)C)NCCCn1ccnc1)C)C. The result is 0 (inactive).